From a dataset of TCR-epitope binding with 47,182 pairs between 192 epitopes and 23,139 TCRs. Binary Classification. Given a T-cell receptor sequence (or CDR3 region) and an epitope sequence, predict whether binding occurs between them. (1) The epitope is MLNIPSINV. The TCR CDR3 sequence is CASSPSGYNEQFF. Result: 1 (the TCR binds to the epitope). (2) The epitope is YLDAYNMMI. The TCR CDR3 sequence is CASSHWGVEGQVFLGSGANVLTF. Result: 1 (the TCR binds to the epitope). (3) The epitope is RIFTIGTVTLK. The TCR CDR3 sequence is CASSLAGVDTQYF. Result: 0 (the TCR does not bind to the epitope). (4) The epitope is MPASWVMRI. The TCR CDR3 sequence is CASSQVLAGSSYNEQFF. Result: 1 (the TCR binds to the epitope).